This data is from NCI-60 drug combinations with 297,098 pairs across 59 cell lines. The task is: Regression. Given two drug SMILES strings and cell line genomic features, predict the synergy score measuring deviation from expected non-interaction effect. (1) Drug 1: C1CCC(CC1)NC(=O)N(CCCl)N=O. Drug 2: C1=CC=C(C(=C1)C(C2=CC=C(C=C2)Cl)C(Cl)Cl)Cl. Cell line: OVCAR-8. Synergy scores: CSS=20.3, Synergy_ZIP=-5.52, Synergy_Bliss=0.331, Synergy_Loewe=-4.53, Synergy_HSA=-1.25. (2) Drug 1: CC1=C(C=C(C=C1)C(=O)NC2=CC(=CC(=C2)C(F)(F)F)N3C=C(N=C3)C)NC4=NC=CC(=N4)C5=CN=CC=C5. Drug 2: CCC1(CC2CC(C3=C(CCN(C2)C1)C4=CC=CC=C4N3)(C5=C(C=C6C(=C5)C78CCN9C7C(C=CC9)(C(C(C8N6C)(C(=O)OC)O)OC(=O)C)CC)OC)C(=O)OC)O.OS(=O)(=O)O. Cell line: A498. Synergy scores: CSS=0.250, Synergy_ZIP=-1.01, Synergy_Bliss=-2.45, Synergy_Loewe=-0.701, Synergy_HSA=-1.67. (3) Drug 1: COC1=NC(=NC2=C1N=CN2C3C(C(C(O3)CO)O)O)N. Drug 2: CCC1=C2CN3C(=CC4=C(C3=O)COC(=O)C4(CC)O)C2=NC5=C1C=C(C=C5)O. Cell line: K-562. Synergy scores: CSS=5.64, Synergy_ZIP=-2.05, Synergy_Bliss=-4.59, Synergy_Loewe=-47.5, Synergy_HSA=-14.2. (4) Drug 1: CNC(=O)C1=NC=CC(=C1)OC2=CC=C(C=C2)NC(=O)NC3=CC(=C(C=C3)Cl)C(F)(F)F. Drug 2: CC1C(C(CC(O1)OC2CC(CC3=C2C(=C4C(=C3O)C(=O)C5=CC=CC=C5C4=O)O)(C(=O)C)O)N)O. Cell line: HS 578T. Synergy scores: CSS=63.3, Synergy_ZIP=7.75, Synergy_Bliss=8.42, Synergy_Loewe=-5.47, Synergy_HSA=9.06. (5) Drug 1: C1=CC(=CC=C1C#N)C(C2=CC=C(C=C2)C#N)N3C=NC=N3. Drug 2: CC1=C(C(CCC1)(C)C)C=CC(=CC=CC(=CC(=O)O)C)C. Cell line: LOX IMVI. Synergy scores: CSS=0.701, Synergy_ZIP=4.00, Synergy_Bliss=-4.19, Synergy_Loewe=-6.03, Synergy_HSA=-7.74. (6) Drug 1: C1CCN(CC1)CCOC2=CC=C(C=C2)C(=O)C3=C(SC4=C3C=CC(=C4)O)C5=CC=C(C=C5)O. Drug 2: CC1=C2C(C(=O)C3(C(CC4C(C3C(C(C2(C)C)(CC1OC(=O)C(C(C5=CC=CC=C5)NC(=O)OC(C)(C)C)O)O)OC(=O)C6=CC=CC=C6)(CO4)OC(=O)C)OC)C)OC. Cell line: SNB-19. Synergy scores: CSS=46.8, Synergy_ZIP=7.26, Synergy_Bliss=7.26, Synergy_Loewe=-21.2, Synergy_HSA=6.60.